Dataset: Full USPTO retrosynthesis dataset with 1.9M reactions from patents (1976-2016). Task: Predict the reactants needed to synthesize the given product. (1) Given the product [CH3:22][C:19]1[CH:20]=[CH:21][C:16]2[N:17]([C:13]([CH2:12][C:8]3[CH:9]=[C:10]4[C:5](=[CH:6][CH:7]=3)[N:4]=[CH:3][C:2]([C:29]3[CH:30]=[N:31][N:32]([CH2:34][CH2:35][OH:36])[CH:33]=3)=[CH:11]4)=[N:14][N:15]=2)[N:18]=1, predict the reactants needed to synthesize it. The reactants are: Br[C:2]1[CH:3]=[N:4][C:5]2[C:10]([CH:11]=1)=[CH:9][C:8]([CH2:12][C:13]1[N:17]3[N:18]=[C:19]([CH3:22])[CH:20]=[CH:21][C:16]3=[N:15][N:14]=1)=[CH:7][CH:6]=2.C([O-])(=O)C.[K+].Br[C:29]1[CH:30]=[N:31][N:32]([CH2:34][CH2:35][OH:36])[CH:33]=1.C(=O)([O-])[O-].[Na+].[Na+].[O-]S([O-])(=O)=O.[Na+].[Na+]. (2) Given the product [C:6]([O:5][C:1](=[O:4])[CH:2]=[CH2:3])([CH3:9])([CH3:8])[CH3:7].[O:42]=[C:43]1[NH:52][C:51]2[N:50]=[CH:49][C:48](/[CH:53]=[CH:54]/[C:55]([O:57][C:20]([CH3:25])([CH3:21])[CH3:19])=[O:56])=[CH:47][C:46]=2[CH2:45][CH2:44]1, predict the reactants needed to synthesize it. The reactants are: [C:1]([O:5][C:6]([CH3:9])([CH3:8])[CH3:7])(=[O:4])[CH:2]=[CH2:3].C(N(C(C)C)CC)(C)C.[CH3:19][C:20]1[CH:25]=CC=C[C:21]=1P([C:21]1C=CC=[CH:25][C:20]=1[CH3:19])[C:21]1C=CC=[CH:25][C:20]=1[CH3:19].Cl.[O:42]=[C:43]1[NH:52][C:51]2[N:50]=[CH:49][C:48](/[CH:53]=[CH:54]/[C:55]([OH:57])=[O:56])=[CH:47][C:46]=2[CH2:45][CH2:44]1. (3) Given the product [C:11]([NH:15][C:16]([NH:1][C@H:2]([C:5]1[CH:10]=[CH:9][CH:8]=[CH:7][CH:6]=1)[CH2:3][OH:4])=[S:17])([CH3:14])([CH3:13])[CH3:12], predict the reactants needed to synthesize it. The reactants are: [NH2:1][C@H:2]([C:5]1[CH:10]=[CH:9][CH:8]=[CH:7][CH:6]=1)[CH2:3][OH:4].[C:11]([N:15]=[C:16]=[S:17])([CH3:14])([CH3:13])[CH3:12]. (4) Given the product [Cl:26][C:4]1[O:5][C:6]([C:7]2[CH2:12][CH2:11][C@@H:10]([C:13]([CH3:15])=[CH2:14])[CH2:9][CH:8]=2)=[C:2]([CH3:1])[N:3]=1, predict the reactants needed to synthesize it. The reactants are: [CH3:1][C:2]1[N:3]=[CH:4][O:5][C:6]=1[C:7]1[CH2:12][CH2:11][C@@H:10]([C:13]([CH3:15])=[CH2:14])[CH2:9][CH:8]=1.[Li+].C[Si]([N-][Si](C)(C)C)(C)C.[Cl:26]C(Cl)(Cl)C(Cl)(Cl)Cl. (5) The reactants are: [Cl:1][C:2]1[N:3]=[CH:4][NH:5][C:6]=1[Cl:7].[OH-].[K+].[Br:10][CH2:11][CH2:12][CH3:13].Cl.ClC[C:17]1[CH:26]=[CH:25][C:24]2[C:19](=[CH:20][CH:21]=CC=2)N=1. Given the product [CH2:11]([N:5]1[C:6]2[C:24](=[CH:19][CH:20]=[CH:21][CH:2]=2)[CH:25]=[C:26]([CH3:17])[CH2:4]1)[CH2:12][CH3:13].[Br-:10].[Cl:1][C:2]1[NH:3][CH:4]=[NH+:5][C:6]=1[Cl:7], predict the reactants needed to synthesize it. (6) Given the product [F:9][C:6]1[CH:5]=[C:4]([O:10][CH2:36][CH2:35][O:34][CH3:33])[C:3]([N+:11]([O-:13])=[O:12])=[C:2]([F:1])[C:7]=1[F:8], predict the reactants needed to synthesize it. The reactants are: [F:1][C:2]1[C:3]([N+:11]([O-:13])=[O:12])=[C:4]([OH:10])[CH:5]=[C:6]([F:9])[C:7]=1[F:8].C1C=CC(P(C2C=CC=CC=2)C2C=CC=CC=2)=CC=1.[CH3:33][O:34][CH2:35][CH2:36]O.N(C(OC(C)C)=O)=NC(OC(C)C)=O. (7) Given the product [NH2:33][C:30]1[CH:29]=[C:28]([C:19]2[CH:18]=[C:17]([O:22][CH2:23][CH3:24])[CH:16]=[C:15]([CH:10]([NH:9][C:6]3[CH:5]=[CH:4][C:3]([C:1]#[N:2])=[CH:8][CH:7]=3)[C:11]([O:13][CH3:14])=[O:12])[CH:20]=2)[CH:27]=[CH:32][CH:31]=1, predict the reactants needed to synthesize it. The reactants are: [C:1]([C:3]1[CH:8]=[CH:7][C:6]([NH:9][CH:10]([C:15]2[CH:20]=[C:19](O)[CH:18]=[C:17]([O:22][CH2:23][CH3:24])[CH:16]=2)[C:11]([O:13][CH3:14])=[O:12])=[CH:5][CH:4]=1)#[N:2].C([C:27]1[CH:32]=[CH:31][C:30]([NH:33]C(C2C=C(OS(C(F)(F)F)(=O)=O)C=C(OCC)C=2)C(OC)=O)=[CH:29][CH:28]=1)#N.NC1C=C(B(O)O)C=CC=1. (8) Given the product [C:21]([CH2:20][CH:8]([NH:9][S:10]([CH3:13])(=[O:12])=[O:11])[C:7]1[CH:14]=[CH:15][C:4]([N+:1]([O-:3])=[O:2])=[CH:5][CH:6]=1)#[N:22], predict the reactants needed to synthesize it. The reactants are: [N+:1]([C:4]1[CH:15]=[CH:14][C:7]([CH:8]=[N:9][S:10]([CH3:13])(=[O:12])=[O:11])=[CH:6][CH:5]=1)([O-:3])=[O:2].C[Si]([CH2:20][C:21]#[N:22])(C)C.C([O-])(=O)C.[Li+].[NH4+].[Cl-].